Task: Predict the product of the given reaction.. Dataset: Forward reaction prediction with 1.9M reactions from USPTO patents (1976-2016) (1) Given the reactants [Cl:1][C:2]1[CH:3]=[C:4]2[C:8](=[CH:9][CH:10]=1)[C:7](=[O:11])[N:6]([C:12]1[CH:13]=[N:14][CH:15]=[C:16](I)[CH:17]=1)[C:5]2([CH3:20])[CH3:19].[CH3:21][C:22]1([CH3:38])[C:26]([CH3:28])([CH3:27])[O:25][B:24]([B:24]2[O:25][C:26]([CH3:28])([CH3:27])[C:22]([CH3:38])([CH3:21])[O:23]2)[O:23]1.CC([O-])=O.[K+], predict the reaction product. The product is: [Cl:1][C:2]1[CH:3]=[C:4]2[C:8](=[CH:9][CH:10]=1)[C:7](=[O:11])[N:6]([C:12]1[CH:13]=[N:14][CH:15]=[C:16]([B:24]3[O:25][C:26]([CH3:28])([CH3:27])[C:22]([CH3:38])([CH3:21])[O:23]3)[CH:17]=1)[C:5]2([CH3:20])[CH3:19]. (2) Given the reactants [CH3:1][O:2][C:3]1[C:14]([N+:15]([O-:17])=[O:16])=[CH:13][C:6]2[NH:7][C:8](=[O:12])[CH2:9][NH:10][CH2:11][C:5]=2[CH:4]=1.[CH:18]1([CH:21]=O)[CH2:20][CH2:19]1.C(O)(=O)C.C(O[BH-](OC(=O)C)OC(=O)C)(=O)C.[Na+], predict the reaction product. The product is: [CH:18]1([CH2:21][N:10]2[CH2:11][C:5]3[CH:4]=[C:3]([O:2][CH3:1])[C:14]([N+:15]([O-:17])=[O:16])=[CH:13][C:6]=3[NH:7][C:8](=[O:12])[CH2:9]2)[CH2:20][CH2:19]1. (3) The product is: [Cl:36][C:26]1[CH:27]=[C:28]([N:30]2[CH2:35][CH2:34][O:33][CH2:32][CH2:31]2)[N:29]=[C:24]([N:7]2[C:6]3[CH:8]=[C:9]([NH:14][C:15](=[O:21])[O:16][C:17]([CH3:19])([CH3:18])[CH3:20])[CH:10]=[C:11]([O:12][CH3:13])[C:5]=3[N:4]=[C:3]2[CH:2]([F:1])[F:22])[N:25]=1. Given the reactants [F:1][CH:2]([F:22])[C:3]1[NH:7][C:6]2[CH:8]=[C:9]([NH:14][C:15](=[O:21])[O:16][C:17]([CH3:20])([CH3:19])[CH3:18])[CH:10]=[C:11]([O:12][CH3:13])[C:5]=2[N:4]=1.Cl[C:24]1[N:29]=[C:28]([N:30]2[CH2:35][CH2:34][O:33][CH2:32][CH2:31]2)[CH:27]=[C:26]([Cl:36])[N:25]=1.C([O-])([O-])=O.[K+].[K+].C(Cl)Cl.CCOC(C)=O, predict the reaction product.